From a dataset of Forward reaction prediction with 1.9M reactions from USPTO patents (1976-2016). Predict the product of the given reaction. (1) Given the reactants Cl.[NH2:2][CH2:3][CH2:4][C:5]1[N:13]2[C:8]([CH2:9][CH2:10][CH2:11][CH2:12]2)=[CH:7][C:6]=1[C:14]([O:16]C)=O.[O-]CC.[Na+], predict the reaction product. The product is: [C:14]1(=[O:16])[C:6]2[CH:7]=[C:8]3[N:13]([C:5]=2[CH2:4][CH2:3][NH:2]1)[CH2:12][CH2:11][CH2:10][CH2:9]3. (2) Given the reactants [CH3:1][CH:2]1[CH2:6][CH2:5][CH2:4][N:3]1[C:7]1[N:12]=[C:11]([NH:13][C:14]2[C:15]3[N:16]([CH:27]=[CH:28][N:29]=3)[N:17]=[C:18]([C:20]3[CH:25]=[CH:24][C:23]([OH:26])=[CH:22][CH:21]=3)[CH:19]=2)[CH:10]=[CH:9][CH:8]=1.C([O-])([O-])=O.[K+].[K+].CS(O[CH2:41][CH2:42][N:43]([CH2:46][CH3:47])[CH2:44][CH3:45])(=O)=O.O, predict the reaction product. The product is: [CH2:42]([N:43]([CH2:46][CH3:47])[CH2:44][CH2:45][O:26][C:23]1[CH:24]=[CH:25][C:20]([C:18]2[CH:19]=[C:14]([NH:13][C:11]3[CH:10]=[CH:9][CH:8]=[C:7]([N:3]4[CH2:4][CH2:5][CH2:6][CH:2]4[CH3:1])[N:12]=3)[C:15]3[N:16]([CH:27]=[CH:28][N:29]=3)[N:17]=2)=[CH:21][CH:22]=1)[CH3:41]. (3) Given the reactants [NH2:1][C:2]1[C:11]([OH:12])=[CH:10][C:5]([C:6]([O:8][CH3:9])=[O:7])=[CH:4][C:3]=1Br.[F:14][C:15]1[CH:20]=[CH:19][C:18](B(O)O)=[CH:17][CH:16]=1.[Na+].[Na+].[Na+].P(C1C=C(S([O-])(=O)=O)C=CC=1)(C1C=C(S([O-])(=O)=O)C=CC=1)C1C=C(S([O-])(=O)=O)C=CC=1.C(NC(C)C)(C)C, predict the reaction product. The product is: [NH2:1][C:2]1[C:3]([C:18]2[CH:19]=[CH:20][C:15]([F:14])=[CH:16][CH:17]=2)=[CH:4][C:5]([C:6]([O:8][CH3:9])=[O:7])=[CH:10][C:11]=1[OH:12]. (4) Given the reactants [C:1]([O:5][C:6](=[O:24])[NH:7][C:8]1[CH:13]=[CH:12][C:11]([C:14]#[C:15][C:16]2[CH:21]=[CH:20][C:19]([F:22])=[CH:18][CH:17]=2)=[CH:10][C:9]=1[NH2:23])([CH3:4])([CH3:3])[CH3:2].CC1(C)[O:31][C:30]([C:32]2[CH:33]=[C:34]([CH:37]=[CH:38][CH:39]=2)[C:35]#[N:36])=[CH:29][C:28](=O)[O:27]1, predict the reaction product. The product is: [C:1]([O:5][C:6](=[O:24])[NH:7][C:8]1[CH:13]=[CH:12][C:11]([C:14]#[C:15][C:16]2[CH:17]=[CH:18][C:19]([F:22])=[CH:20][CH:21]=2)=[CH:10][C:9]=1[NH:23][C:28](=[O:27])[CH2:29][C:30]([C:32]1[CH:39]=[CH:38][CH:37]=[C:34]([C:35]#[N:36])[CH:33]=1)=[O:31])([CH3:4])([CH3:2])[CH3:3]. (5) The product is: [CH3:1][N:2]1[C:6](/[CH:7]=[CH:31]/[C:32]([O:34][CH3:35])=[O:33])=[CH:5][C:4]([N+:9]([O-:11])=[O:10])=[N:3]1. Given the reactants [CH3:1][N:2]1[C:6]([CH:7]=O)=[CH:5][C:4]([N+:9]([O-:11])=[O:10])=[N:3]1.C1(P(=[CH:31][C:32]([O:34][CH3:35])=[O:33])(C2C=CC=CC=2)C2C=CC=CC=2)C=CC=CC=1, predict the reaction product. (6) Given the reactants [CH3:1][C:2]1[N+:7]([O-:8])=[N:6][CH:5]=[CH:4][CH:3]=1.S(=O)(=O)(O)O.[N+:14]([O-])([OH:16])=[O:15].C([O-])(O)=O.[Na+], predict the reaction product. The product is: [CH3:1][C:2]1[N+:7]([O-:8])=[N:6][CH:5]=[C:4]([N+:14]([O-:16])=[O:15])[CH:3]=1. (7) Given the reactants [NH:1]1[CH2:6][CH2:5][C:4](=[O:7])[CH2:3][CH2:2]1.Cl[CH2:9][CH2:10][CH2:11][CH2:12][O:13][CH2:14][C:15]1[CH:20]=[CH:19][CH:18]=[CH:17][CH:16]=1, predict the reaction product. The product is: [CH2:14]([O:13][CH2:12][CH2:11][CH2:10][CH2:9][N:1]1[CH2:6][CH2:5][C:4](=[O:7])[CH2:3][CH2:2]1)[C:15]1[CH:20]=[CH:19][CH:18]=[CH:17][CH:16]=1. (8) Given the reactants [H-].[Na+].[F:3][C:4]([F:18])([F:17])[C:5]1[CH:10]=[CH:9][N:8]=[C:7]([C:11]2[NH:12][O:13][C:14](=[O:16])[N:15]=2)[CH:6]=1.[F:19][C:20]1[CH:21]=[C:22]([CH:28]=[C:29]([F:31])[CH:30]=1)[C:23]([O:25][CH2:26]Cl)=[O:24].[Cl-].[NH4+], predict the reaction product. The product is: [F:19][C:20]1[CH:21]=[C:22]([CH:28]=[C:29]([F:31])[CH:30]=1)[C:23]([O:25][CH2:26][N:15]1[C:14](=[O:16])[O:13][N:12]=[C:11]1[C:7]1[CH:6]=[C:5]([C:4]([F:3])([F:17])[F:18])[CH:10]=[CH:9][N:8]=1)=[O:24]. (9) Given the reactants [C:1]([C:4]1[CH:31]=[CH:30][C:7]([O:8][C:9]2[CH:10]=[C:11]([CH:21]=[C:22]([O:24][C@@H:25]([CH3:29])[CH2:26][O:27][CH3:28])[CH:23]=2)[C:12]([NH:14][C:15]2[CH:19]=[CH:18][N:17]([CH3:20])[N:16]=2)=[O:13])=[CH:6][CH:5]=1)(=[O:3])[CH3:2].CO[CH:34](OC)[N:35]([CH3:37])[CH3:36], predict the reaction product. The product is: [CH3:34][N:35]([CH3:37])/[CH:36]=[CH:2]/[C:1]([C:4]1[CH:31]=[CH:30][C:7]([O:8][C:9]2[CH:10]=[C:11]([CH:21]=[C:22]([O:24][C@@H:25]([CH3:29])[CH2:26][O:27][CH3:28])[CH:23]=2)[C:12]([NH:14][C:15]2[CH:19]=[CH:18][N:17]([CH3:20])[N:16]=2)=[O:13])=[CH:6][CH:5]=1)=[O:3].